Dataset: Full USPTO retrosynthesis dataset with 1.9M reactions from patents (1976-2016). Task: Predict the reactants needed to synthesize the given product. Given the product [Cl:1][C:2]1[C:11]2[C:6](=[CH:7][C:8]([F:13])=[CH:9][C:10]=2[F:12])[N:5]=[C:4]([N:14]2[CH2:19][CH2:18][N:17]([CH3:25])[C:16](=[O:20])[CH2:15]2)[C:3]=1[CH3:21], predict the reactants needed to synthesize it. The reactants are: [Cl:1][C:2]1[C:11]2[C:6](=[CH:7][C:8]([F:13])=[CH:9][C:10]=2[F:12])[N:5]=[C:4]([N:14]2[CH2:19][CH2:18][NH:17][C:16](=[O:20])[CH2:15]2)[C:3]=1[CH3:21].[H-].[Na+].I[CH3:25].